The task is: Predict the reactants needed to synthesize the given product.. This data is from Full USPTO retrosynthesis dataset with 1.9M reactions from patents (1976-2016). The reactants are: [Cl:1][C:2]1[N:7]=[CH:6][C:5](B(O)O)=[CH:4][N:3]=1.Br[CH2:12][C:13]1[CH:18]=[CH:17][CH:16]=[CH:15][C:14]=1[F:19].C([O-])([O-])=O.[Na+].[Na+]. Given the product [Cl:1][C:2]1[N:7]=[CH:6][C:5]([CH2:12][C:13]2[CH:18]=[CH:17][CH:16]=[CH:15][C:14]=2[F:19])=[CH:4][N:3]=1, predict the reactants needed to synthesize it.